From a dataset of Forward reaction prediction with 1.9M reactions from USPTO patents (1976-2016). Predict the product of the given reaction. (1) Given the reactants [CH2:1]([O:8][C:9]1[C:17]([C:18]2[NH:23][C:22](=[O:24])[C:21]([C:25]([O:27]C)=[O:26])=[CH:20][C:19]=2[CH2:29][CH3:30])=[CH:16][CH:15]=[C:14]2[C:10]=1[CH:11]=[CH:12][N:13]2[CH3:31])[C:2]1[CH:7]=[CH:6][CH:5]=[CH:4][CH:3]=1.[Li+].[OH-], predict the reaction product. The product is: [CH2:1]([O:8][C:9]1[C:17]([C:18]2[NH:23][C:22](=[O:24])[C:21]([C:25]([OH:27])=[O:26])=[CH:20][C:19]=2[CH2:29][CH3:30])=[CH:16][CH:15]=[C:14]2[C:10]=1[CH:11]=[CH:12][N:13]2[CH3:31])[C:2]1[CH:7]=[CH:6][CH:5]=[CH:4][CH:3]=1. (2) Given the reactants [N:1]1[CH:6]=[CH:5][CH:4]=[CH:3][C:2]=1[C:7]1[N:12]=[CH:11][C:10]([C:13](Cl)=[O:14])=[CH:9][N:8]=1.[F:16][C:17]1[CH:18]=[C:19]2[C:23](=[CH:24][CH:25]=1)[N:22]([NH2:26])[CH:21]=[CH:20]2.C([O-])([O-])=O.[K+].[K+], predict the reaction product. The product is: [F:16][C:17]1[CH:18]=[C:19]2[C:23](=[CH:24][CH:25]=1)[N:22]([NH:26][C:13]([C:10]1[CH:9]=[N:8][C:7]([C:2]3[CH:3]=[CH:4][CH:5]=[CH:6][N:1]=3)=[N:12][CH:11]=1)=[O:14])[CH:21]=[CH:20]2.